Dataset: Full USPTO retrosynthesis dataset with 1.9M reactions from patents (1976-2016). Task: Predict the reactants needed to synthesize the given product. (1) Given the product [CH2:8]([NH:22][C@H:19]1[CH2:20][CH2:21][N:17]([C:15](=[O:16])[C:14]([F:13])([F:23])[F:24])[CH2:18]1)[CH2:9][CH2:10][CH3:11], predict the reactants needed to synthesize it. The reactants are: C(N(CC)CC)C.[CH:8](=O)[CH2:9][CH2:10][CH3:11].[F:13][C:14]([F:24])([F:23])[C:15]([N:17]1[CH2:21][CH2:20][C@H:19]([NH2:22])[CH2:18]1)=[O:16].[H][H]. (2) Given the product [CH2:32]([O:31][C:29](=[O:30])[C:28]([N+:25]([O-:27])=[O:26])=[CH:4][C:6]1[C:7]([C:20]([O:22][CH2:23][CH3:24])=[O:21])=[C:8]([CH3:19])[N:9]([CH2:11][O:12][CH2:13][CH2:14][Si:15]([CH3:18])([CH3:17])[CH3:16])[CH:10]=1)[CH3:33], predict the reactants needed to synthesize it. The reactants are: ClCCl.[CH:4]([C:6]1[C:7]([C:20]([O:22][CH2:23][CH3:24])=[O:21])=[C:8]([CH3:19])[N:9]([CH2:11][O:12][CH2:13][CH2:14][Si:15]([CH3:18])([CH3:17])[CH3:16])[CH:10]=1)=O.[N+:25]([CH2:28][C:29]([O:31][CH2:32][CH3:33])=[O:30])([O-:27])=[O:26].CN1CCOCC1.[Cl-].[NH4+]. (3) The reactants are: Cl[C:2]1[N:6]2[CH:7]=[C:8]([F:11])[CH:9]=[CH:10][C:5]2=[N:4][N:3]=1.[NH:12]1[CH2:17][CH2:16][CH:15]([CH2:18][OH:19])[CH2:14][CH2:13]1. Given the product [F:11][C:8]1[CH:9]=[CH:10][C:5]2[N:6]([C:2]([N:12]3[CH2:17][CH2:16][CH:15]([CH2:18][OH:19])[CH2:14][CH2:13]3)=[N:3][N:4]=2)[CH:7]=1, predict the reactants needed to synthesize it.